Dataset: Catalyst prediction with 721,799 reactions and 888 catalyst types from USPTO. Task: Predict which catalyst facilitates the given reaction. Reactant: [NH2:1][C:2]1[C:3]([C:17]([NH:19][CH3:20])=[O:18])=[N:4][C:5]([C:8]2[CH:13]=[CH:12][CH:11]=[C:10]([C:14]([NH2:16])=[NH:15])[CH:9]=2)=[CH:6][N:7]=1.C([O-])([O-])=O.[K+].[K+].O. Product: [NH2:1][C:2]1[C:3]([C:17]([NH:19][CH3:20])=[O:18])=[N:4][C:5]([C:8]2[CH:13]=[CH:12][CH:11]=[C:10]([C:14]3[NH:16][CH:6]=[C:5]([C:8]4[CH:13]=[CH:12][CH:11]=[CH:10][CH:9]=4)[N:15]=3)[CH:9]=2)=[CH:6][N:7]=1. The catalyst class is: 3.